This data is from TCR-epitope binding with 47,182 pairs between 192 epitopes and 23,139 TCRs. The task is: Binary Classification. Given a T-cell receptor sequence (or CDR3 region) and an epitope sequence, predict whether binding occurs between them. (1) The epitope is RPRGEVRFL. Result: 0 (the TCR does not bind to the epitope). The TCR CDR3 sequence is CAAGGVNQPQHF. (2) The epitope is AYAQKIFKI. The TCR CDR3 sequence is CASSQTPSGSYEQYF. Result: 0 (the TCR does not bind to the epitope). (3) The epitope is KRWIILGLNK. The TCR CDR3 sequence is CASSTRGNTEAFF. Result: 1 (the TCR binds to the epitope). (4) The epitope is TSDLATNNLVVMAY. The TCR CDR3 sequence is CSVVLAGGPDTDTQYF. Result: 0 (the TCR does not bind to the epitope). (5) The epitope is GLNKIVRMY. The TCR CDR3 sequence is CASSGPRDGRGNEKLFF. Result: 0 (the TCR does not bind to the epitope).